The task is: Predict the product of the given reaction.. This data is from Forward reaction prediction with 1.9M reactions from USPTO patents (1976-2016). (1) Given the reactants [CH:1]([C:3]1[CH:4]=[C:5]([CH:23]=[CH:24][C:25]=1[N+:26]([O-:28])=[O:27])[O:6][C:7]1[CH:8]=[C:9]([NH:13][S:14]([C:17]2[CH:22]=[CH:21][CH:20]=[CH:19][CH:18]=2)(=[O:16])=[O:15])[CH:10]=[CH:11][CH:12]=1)=O.[CH2:29]([NH2:32])[CH2:30][CH3:31].[BH-](OC(C)=O)(OC(C)=O)OC(C)=O.[Na+].C([O-])(O)=O.[Na+], predict the reaction product. The product is: [N+:26]([C:25]1[CH:24]=[CH:23][C:5]([O:6][C:7]2[CH:8]=[C:9]([NH:13][S:14]([C:17]3[CH:18]=[CH:19][CH:20]=[CH:21][CH:22]=3)(=[O:15])=[O:16])[CH:10]=[CH:11][CH:12]=2)=[CH:4][C:3]=1[CH2:1][NH:32][CH2:29][CH2:30][CH3:31])([O-:28])=[O:27]. (2) Given the reactants [H-].[Na+].[CH2:3]([O:10][C:11]1[CH:16]=[CH:15][C:14]([OH:17])=[CH:13][CH:12]=1)[C:4]1[CH:9]=[CH:8][CH:7]=[CH:6][CH:5]=1.[CH3:18][NH:19][C:20]([C:22]1[CH:27]=[C:26](OC2C=CC([N+]([O-])=O)=C([N+]([O-])=O)C=2)[CH:25]=[CH:24][N:23]=1)=[O:21], predict the reaction product. The product is: [CH3:18][NH:19][C:20]([C:22]1[CH:27]=[C:26]([O:17][C:14]2[CH:13]=[CH:12][C:11]([O:10][CH2:3][C:4]3[CH:5]=[CH:6][CH:7]=[CH:8][CH:9]=3)=[CH:16][CH:15]=2)[CH:25]=[CH:24][N:23]=1)=[O:21]. (3) Given the reactants [NH2:1][C:2]1[N:7]=[C:6](O)[C:5]([CH2:9][C:10]2[CH:19]=[CH:18][C:13]([C:14]([O:16][CH3:17])=[O:15])=[CH:12][C:11]=2[O:20][CH3:21])=[C:4]([CH3:22])[N:3]=1.P(Cl)(Cl)([Cl:25])=O, predict the reaction product. The product is: [NH2:1][C:2]1[N:7]=[C:6]([Cl:25])[C:5]([CH2:9][C:10]2[CH:19]=[CH:18][C:13]([C:14]([O:16][CH3:17])=[O:15])=[CH:12][C:11]=2[O:20][CH3:21])=[C:4]([CH3:22])[N:3]=1. (4) Given the reactants [N:1]1[CH:6]=[CH:5][CH:4]=[CH:3][C:2]=1[CH2:7][N:8]1[C:16]2[C:11](=[CH:12][C:13]([NH:17][C:18]3[C:27]4[C:22](=[CH:23][CH:24]=[CH:25][C:26]=4[O:28][C@H:29]([CH3:34])[C:30](OC)=[O:31])[N:21]=[CH:20][N:19]=3)=[CH:14][CH:15]=2)[CH:10]=[CH:9]1.[CH3:35][NH:36][CH2:37][CH2:38][OH:39], predict the reaction product. The product is: [OH:39][CH2:38][CH2:37][N:36]([CH3:35])[C:30](=[O:31])[C@H:29]([O:28][C:26]1[CH:25]=[CH:24][CH:23]=[C:22]2[C:27]=1[C:18]([NH:17][C:13]1[CH:12]=[C:11]3[C:16](=[CH:15][CH:14]=1)[N:8]([CH2:7][C:2]1[CH:3]=[CH:4][CH:5]=[CH:6][N:1]=1)[CH:9]=[CH:10]3)=[N:19][CH:20]=[N:21]2)[CH3:34].[NH3:1].[CH3:26][OH:28]. (5) The product is: [CH3:20][O:21][C:22]1[C:27]([CH2:28][N:29]2[CH2:30][CH2:31][CH:32]([CH2:35][C:36](=[O:42])[C:2]3[CH:14]=[CH:13][CH:12]=[CH:11][C:3]=3[NH:4][C:5](=[O:10])[C:6]([F:9])([F:8])[F:7])[CH2:33][CH2:34]2)=[CH:26][CH:25]=[CH:24][N:23]=1. Given the reactants Br[C:2]1[CH:14]=[CH:13][CH:12]=[CH:11][C:3]=1[NH:4][C:5](=[O:10])[C:6]([F:9])([F:8])[F:7].C([Li])(C)(C)C.[CH3:20][O:21][C:22]1[C:27]([CH2:28][N:29]2[CH2:34][CH2:33][CH:32]([CH2:35][C:36](=[O:42])C3SC=CC=3)[CH2:31][CH2:30]2)=[CH:26][CH:25]=[CH:24][N:23]=1.O, predict the reaction product. (6) Given the reactants C(OC(=O)[NH:7][C@@H:8]([CH:17]1[CH2:22][CH2:21][CH2:20][CH2:19][CH2:18]1)[C:9]([N:11]1[CH2:15][CH2:14][CH:13]([F:16])[CH2:12]1)=[O:10])(C)(C)C, predict the reaction product. The product is: [NH2:7][C@@H:8]([CH:17]1[CH2:22][CH2:21][CH2:20][CH2:19][CH2:18]1)[C:9]([N:11]1[CH2:15][CH2:14][CH:13]([F:16])[CH2:12]1)=[O:10]. (7) Given the reactants Cl[C:2]1[C:11]([CH3:12])=[C:10]([Cl:13])[C:9]2[C:4](=[C:5]([F:14])[CH:6]=[CH:7][CH:8]=2)[N:3]=1.C([Sn](CCCC)(CCCC)[C:20]1[S:21][CH:22]=[CH:23][N:24]=1)CCC, predict the reaction product. The product is: [Cl:13][C:10]1[C:9]2[C:4](=[C:5]([F:14])[CH:6]=[CH:7][CH:8]=2)[N:3]=[C:2]([C:20]2[S:21][CH:22]=[CH:23][N:24]=2)[C:11]=1[CH3:12]. (8) Given the reactants [C:1]([NH:5][C:6](=[O:39])[NH:7][C@@H:8]([C:35]([CH3:38])([CH3:37])[CH3:36])[C:9]([N:11]1[CH2:15][C@H:14]([O:16][C:17]2[C:18]3[CH:31]=[CH:30][S:29][C:19]=3[N:20]=[C:21]([C:23]3[CH:28]=[CH:27][CH:26]=[CH:25][N:24]=3)[N:22]=2)[CH2:13][C@H:12]1[C:32](O)=[O:33])=[O:10])([CH3:4])([CH3:3])[CH3:2].[NH2:40][C@@H:41]([CH2:50][CH2:51][CH3:52])[CH:42]([OH:49])[C:43]([NH:45][CH:46]1[CH2:48][CH2:47]1)=[O:44].F[P-](F)(F)(F)(F)F.N1(OC(N(C)C)=[N+](C)C)C2N=CC=CC=2N=N1.C(N(C(C)C)CC)(C)C, predict the reaction product. The product is: [C:1]([NH:5][C:6](=[O:39])[NH:7][C@@H:8]([C:35]([CH3:37])([CH3:38])[CH3:36])[C:9]([N:11]1[CH2:15][C@H:14]([O:16][C:17]2[C:18]3[CH:31]=[CH:30][S:29][C:19]=3[N:20]=[C:21]([C:23]3[CH:28]=[CH:27][CH:26]=[CH:25][N:24]=3)[N:22]=2)[CH2:13][C@H:12]1[C:32]([NH:40][C@@H:41]([CH2:50][CH2:51][CH3:52])[CH:42]([OH:49])[C:43]([NH:45][CH:46]1[CH2:47][CH2:48]1)=[O:44])=[O:33])=[O:10])([CH3:4])([CH3:2])[CH3:3]. (9) Given the reactants C[O:2][C:3]([C:5]1[CH:6]=[CH:7][C:8]2[O:13][CH2:12][CH2:11][N:10]([S:14]([C:17]3[CH:22]=[C:21]([Cl:23])[CH:20]=[CH:19][C:18]=3[O:24][CH3:25])(=[O:16])=[O:15])[C:9]=2[CH:26]=1)=[O:4].[OH-].[Na+], predict the reaction product. The product is: [Cl:23][C:21]1[CH:20]=[CH:19][C:18]([O:24][CH3:25])=[C:17]([S:14]([N:10]2[C:9]3[CH:26]=[C:5]([C:3]([OH:4])=[O:2])[CH:6]=[CH:7][C:8]=3[O:13][CH2:12][CH2:11]2)(=[O:15])=[O:16])[CH:22]=1. (10) The product is: [Br:1][C:2]1[CH:3]=[C:4]([I:9])[C:5]([NH2:8])=[N:6][CH:7]=1. Given the reactants [Br:1][C:2]1[CH:3]=[CH:4][C:5]([NH2:8])=[N:6][CH:7]=1.[I:9]I, predict the reaction product.